From a dataset of Retrosynthesis with 50K atom-mapped reactions and 10 reaction types from USPTO. Predict the reactants needed to synthesize the given product. Given the product COc1cc(Cc2nc3cc(NCCCO)ccc3c3nc(N)nn23)ccc1O, predict the reactants needed to synthesize it. The reactants are: COc1cc(Cc2nc3cc(NCCCO)ccc3c3nc(N)nn23)ccc1OCc1ccccc1.